From a dataset of Full USPTO retrosynthesis dataset with 1.9M reactions from patents (1976-2016). Predict the reactants needed to synthesize the given product. Given the product [CH2:1]([NH:8][C:9]([N:11]1[C:19]2[C:14](=[CH:15][C:16]([N:20]([CH2:39][C:40]([O:42][C:43]([CH3:46])([CH3:45])[CH3:44])=[O:41])[S:21]([C:24]3[CH:29]=[C:28]([Cl:30])[CH:27]=[C:26]([Cl:31])[CH:25]=3)(=[O:23])=[O:22])=[CH:17][CH:18]=2)[CH:13]=[CH:12]1)=[O:10])[C:2]1[CH:7]=[CH:6][CH:5]=[CH:4][CH:3]=1, predict the reactants needed to synthesize it. The reactants are: [CH2:1]([NH:8][C:9]([N:11]1[C:19]2[C:14](=[CH:15][C:16]([NH:20][S:21]([C:24]3[CH:29]=[C:28]([Cl:30])[CH:27]=[C:26]([Cl:31])[CH:25]=3)(=[O:23])=[O:22])=[CH:17][CH:18]=2)[CH:13]=[CH:12]1)=[O:10])[C:2]1[CH:7]=[CH:6][CH:5]=[CH:4][CH:3]=1.C(=O)([O-])[O-].[K+].[K+].Br[CH2:39][C:40]([O:42][C:43]([CH3:46])([CH3:45])[CH3:44])=[O:41].O.